Dataset: Reaction yield outcomes from USPTO patents with 853,638 reactions. Task: Predict the reaction yield, written as a fraction of the theoretical maximum amount of product (1.0 means a 100% yield; for example, 0.34 means a 34% yield). The reactants are [CH:1]1([CH:7]([C:18]2[CH:22]=[C:21]([C:23]3[CH:28]=[CH:27][C:26]([O:29][C:30]([F:33])([F:32])[F:31])=[CH:25][CH:24]=3)[O:20][C:19]=2[CH3:34])[O:8][C:9]2[CH:17]=[CH:16][C:12]([C:13]([OH:15])=O)=[CH:11][CH:10]=2)[CH2:6][CH2:5][CH2:4][CH2:3][CH2:2]1.[CH3:35][NH:36][CH2:37][CH2:38][C:39]([O:41]CC)=[O:40]. No catalyst specified. The product is [CH:1]1([CH:7]([C:18]2[CH:22]=[C:21]([C:23]3[CH:24]=[CH:25][C:26]([O:29][C:30]([F:31])([F:33])[F:32])=[CH:27][CH:28]=3)[O:20][C:19]=2[CH3:34])[O:8][C:9]2[CH:10]=[CH:11][C:12]([C:13]([N:36]([CH3:35])[CH2:37][CH2:38][C:39]([OH:41])=[O:40])=[O:15])=[CH:16][CH:17]=2)[CH2:6][CH2:5][CH2:4][CH2:3][CH2:2]1. The yield is 0.960.